Dataset: HIV replication inhibition screening data with 41,000+ compounds from the AIDS Antiviral Screen. Task: Binary Classification. Given a drug SMILES string, predict its activity (active/inactive) in a high-throughput screening assay against a specified biological target. (1) The compound is O=C1c2cccnc2S(=O)(=O)N1c1ccc([N+](=O)[O-])cc1. The result is 0 (inactive). (2) The drug is COc1cc2ccc3c4cc(OC)c(OC)cc4c[n+](C)c3c2cc1O. The result is 0 (inactive). (3) The compound is Sc1nc2ccccc2nc1S. The result is 0 (inactive). (4) The molecule is COc1cc(CC(C)NC(C)c2ccccc2)cc(OC)c1.Cl. The result is 0 (inactive). (5) The molecule is O=C1CSC2=NCCN12. The result is 0 (inactive). (6) The compound is c1ccc(CN(Cc2ccccn2)Cc2ccccn2)cc1. The result is 0 (inactive).